The task is: Predict the reactants needed to synthesize the given product.. This data is from Full USPTO retrosynthesis dataset with 1.9M reactions from patents (1976-2016). (1) Given the product [CH3:3][O:4][C:5]([C:7]1[C:11]([N:12]([C:13]([O:15][CH:16]([CH3:18])[CH3:17])=[O:14])[CH2:20][CH2:21][CH2:22][C:23]([O:25][CH3:26])=[O:24])=[CH:10][S:9][CH:8]=1)=[O:6], predict the reactants needed to synthesize it. The reactants are: [H-].[Na+].[CH3:3][O:4][C:5]([C:7]1[C:11]([NH:12][C:13]([O:15][CH:16]([CH3:18])[CH3:17])=[O:14])=[CH:10][S:9][CH:8]=1)=[O:6].Br[CH2:20][CH2:21][CH2:22][C:23]([O:25][CH3:26])=[O:24]. (2) Given the product [C:49]([OH:52])(=[O:22])[CH3:50].[OH:52][C@@H:49]1[CH2:50][CH2:51][N:47]([CH2:46][CH2:45][C:43]2[N:44]=[C:40]([C:37]3[CH:38]=[CH:39][C:34]([C:27]4[CH:28]=[CH:29][C:24]([S:21]([CH3:20])(=[O:23])=[O:22])=[CH:25][CH:26]=4)=[CH:35][CH:36]=3)[O:41][C:42]=2[CH3:53])[CH2:48]1, predict the reactants needed to synthesize it. The reactants are: C1(P(C2C=CC=CC=2)C2C=CC=CC=2)C=CC=CC=1.[CH3:20][S:21]([C:24]1[CH:29]=[CH:28][C:27](B(O)O)=[CH:26][CH:25]=1)(=[O:23])=[O:22].Br[C:34]1[CH:39]=[CH:38][C:37]([C:40]2[O:41][C:42]([CH3:53])=[C:43]([CH2:45][CH2:46][N:47]3[CH2:51][CH2:50][C@@H:49]([OH:52])[CH2:48]3)[N:44]=2)=[CH:36][CH:35]=1.C(=O)([O-])[O-].[K+].[K+]. (3) Given the product [I-:30].[F:27][C:2]1([F:1])[CH2:6][CH2:5][C@@H:4]([C@@:7]([OH:26])([C:19]2[CH:20]=[CH:21][C:22]([Cl:25])=[CH:23][CH:24]=2)[C:8]([O:10][CH:11]2[CH2:16][CH2:15][N+:14]([CH2:28][CH3:29])([CH2:17][CH3:18])[CH2:13][CH2:12]2)=[O:9])[CH2:3]1, predict the reactants needed to synthesize it. The reactants are: [F:1][C:2]1([F:27])[CH2:6][CH2:5][C@@H:4]([C@@:7]([OH:26])([C:19]2[CH:24]=[CH:23][C:22]([Cl:25])=[CH:21][CH:20]=2)[C:8]([O:10][CH:11]2[CH2:16][CH2:15][N:14]([CH2:17][CH3:18])[CH2:13][CH2:12]2)=[O:9])[CH2:3]1.[CH2:28]([I:30])[CH3:29]. (4) Given the product [CH3:53][O:54][C:55]([NH:57][C@H:58]([C:59]([N:34]1[CH2:35][CH2:36][CH2:37][C@H:33]1[C:31]([NH:30][C:27]1[CH:28]=[CH:29][C:24]([CH2:23][N:22]([CH2:21][C:18]2[CH:17]=[CH:16][C:15]([NH:14][C:12](=[O:13])[C@@H:8]3[CH2:9][CH2:10][CH2:11][N:7]3[C:5](=[O:6])[C@H:4]([N:3]([CH2:1][CH3:2])[CH2:51][CH3:52])[C:45]3[CH:50]=[CH:49][CH:48]=[CH:47][CH:46]=3)=[CH:20][CH:19]=2)[C:38]2[CH:39]=[CH:40][C:41]([F:44])=[CH:42][CH:43]=2)=[CH:25][CH:26]=1)=[O:32])=[O:60])[C:62]([CH3:63])([CH3:64])[CH3:65])=[O:56], predict the reactants needed to synthesize it. The reactants are: [CH2:1]([N:3]([CH2:51][CH3:52])[C@H:4]([C:45]1[CH:50]=[CH:49][CH:48]=[CH:47][CH:46]=1)[C:5]([N:7]1[CH2:11][CH2:10][CH2:9][C@H:8]1[C:12]([NH:14][C:15]1[CH:20]=[CH:19][C:18]([CH2:21][N:22]([C:38]2[CH:43]=[CH:42][C:41]([F:44])=[CH:40][CH:39]=2)[CH2:23][C:24]2[CH:29]=[CH:28][C:27]([NH:30][C:31]([C@@H:33]3[CH2:37][CH2:36][CH2:35][NH:34]3)=[O:32])=[CH:26][CH:25]=2)=[CH:17][CH:16]=1)=[O:13])=[O:6])[CH3:2].[CH3:53][O:54][C:55]([NH:57][C@@H:58]([C:62]([CH3:65])([CH3:64])[CH3:63])[C:59](O)=[O:60])=[O:56]. (5) The reactants are: [NH:1]1[CH2:6][CH2:5][CH:4]([N:7]2[CH2:12][CH2:11][CH:10]([N:13]3[C:22](=[O:23])[O:21][CH2:20][C@H:19]4[C@H:14]3[CH2:15][CH2:16][CH2:17][CH2:18]4)[CH2:9][CH2:8]2)[CH2:3][CH2:2]1.C(N(C(C)C)CC)(C)C.[CH3:33][O:34][C:35]1[CH:39]=[CH:38][S:37][C:36]=1[C:40](O)=[O:41].CN(C(ON1N=NC2C=CC=NC1=2)=[N+](C)C)C.F[P-](F)(F)(F)(F)F. Given the product [CH3:33][O:34][C:35]1[CH:39]=[CH:38][S:37][C:36]=1[C:40]([N:1]1[CH2:2][CH2:3][CH:4]([N:7]2[CH2:12][CH2:11][CH:10]([N:13]3[C@@H:14]4[C@H:19]([CH2:18][CH2:17][CH2:16][CH2:15]4)[CH2:20][O:21][C:22]3=[O:23])[CH2:9][CH2:8]2)[CH2:5][CH2:6]1)=[O:41], predict the reactants needed to synthesize it. (6) Given the product [NH2:27][C:24]1[CH:25]=[CH:26][C:21]([O:20][C:18]2[CH:19]=[C:14]([NH:13][C:11]([N:8]3[CH2:7][CH2:6][CH:5]([CH2:4][N:2]([CH3:3])[CH3:1])[CH2:10][CH2:9]3)=[O:12])[N:15]=[CH:16][N:17]=2)=[C:22]([F:30])[CH:23]=1, predict the reactants needed to synthesize it. The reactants are: [CH3:1][N:2]([CH2:4][CH:5]1[CH2:10][CH2:9][N:8]([C:11]([NH:13][C:14]2[CH:19]=[C:18]([O:20][C:21]3[CH:26]=[CH:25][C:24]([N+:27]([O-])=O)=[CH:23][C:22]=3[F:30])[N:17]=[CH:16][N:15]=2)=[O:12])[CH2:7][CH2:6]1)[CH3:3]. (7) Given the product [NH2:37][C:22]1([C:20]([NH:19][CH:15]([C:12]2[CH:11]=[CH:10][C:9]([Cl:8])=[CH:14][CH:13]=2)[CH2:16][CH2:17][OH:18])=[O:21])[CH2:23][CH2:24][N:25]([C:28]2[C:29]3[CH:36]=[CH:35][NH:34][C:30]=3[N:31]=[CH:32][N:33]=2)[CH2:26][CH2:27]1, predict the reactants needed to synthesize it. The reactants are: C(O)(C(F)(F)F)=O.[Cl:8][C:9]1[CH:14]=[CH:13][C:12]([CH:15]([NH:19][C:20]([C:22]2([NH:37]C(=O)OC(C)(C)C)[CH2:27][CH2:26][N:25]([C:28]3[C:29]4[CH:36]=[CH:35][NH:34][C:30]=4[N:31]=[CH:32][N:33]=3)[CH2:24][CH2:23]2)=[O:21])[CH2:16][CH2:17][OH:18])=[CH:11][CH:10]=1.